From a dataset of Retrosynthesis with 50K atom-mapped reactions and 10 reaction types from USPTO. Predict the reactants needed to synthesize the given product. (1) Given the product CCCCCCC(O)CCCCCCCCCCC(=O)NCCCC, predict the reactants needed to synthesize it. The reactants are: CCCCCCC(O)CCCCCCCCCCC(=O)OC.CCCCN. (2) Given the product COc1ccc2c(c1)C(c1ccc(Cl)cc1)=N[C@@H](CC(=O)NCCCNC(=O)c1cccc(B(O)O)c1)c1nnc(C)n1-2, predict the reactants needed to synthesize it. The reactants are: COc1ccc2c(c1)C(c1ccc(Cl)cc1)=N[C@@H](CC(=O)NCCCN)c1nnc(C)n1-2.O=C(O)c1cccc(B(O)O)c1. (3) Given the product N#Cc1ccc(C2=NOC(c3cc(Cl)cc(Cl)c3)(C(F)(F)F)C2)cc1N, predict the reactants needed to synthesize it. The reactants are: Nc1cc(C2=NOC(c3cc(Cl)cc(Cl)c3)(C(F)(F)F)C2)ccc1Br.[C-]#N. (4) Given the product COCCOc1cc(OC)ccc1-c1ncnc2c(C(=O)N[C@H]3CC[C@H](NC(=O)OC(C)(C)C)CC3)c[nH]c12, predict the reactants needed to synthesize it. The reactants are: CC(C)(C)OC(=O)N[C@H]1CC[C@H](N)CC1.COCCOc1cc(OC)ccc1-c1ncnc2c(C(=O)O)c[nH]c12. (5) Given the product CC1(C)CCc2cc(OC(=O)c3ccccc3)c(N3CC(=O)NS3(=O)=O)cc2C1, predict the reactants needed to synthesize it. The reactants are: CC1(C)CCc2cc(O)c(N3CC(=O)NS3(=O)=O)cc2C1.O=C(Cl)c1ccccc1. (6) The reactants are: Cn1c(=O)c2[nH]cnc2n(C)c1=O.O=C(c1ccc(CBr)cc1)c1ccccc1Cl. Given the product Cn1c(=O)c2c(ncn2Cc2ccc(C(=O)c3ccccc3Cl)cc2)n(C)c1=O, predict the reactants needed to synthesize it.